Dataset: Full USPTO retrosynthesis dataset with 1.9M reactions from patents (1976-2016). Task: Predict the reactants needed to synthesize the given product. (1) Given the product [C:1]([O:5][C:6](=[O:31])[NH:7][CH:8]1[CH2:13][CH2:12][CH:11]([NH:14][C:15]2[C:16]3[N:17]([C:21]([C:24]4[CH:29]=[CH:28][CH:27]=[C:26]([NH:39][CH2:32][C:33]5[CH:38]=[CH:37][CH:36]=[CH:35][CH:34]=5)[N:25]=4)=[CH:22][N:23]=3)[CH:18]=[CH:19][N:20]=2)[CH2:10][CH2:9]1)([CH3:4])([CH3:3])[CH3:2], predict the reactants needed to synthesize it. The reactants are: [C:1]([O:5][C:6](=[O:31])[NH:7][CH:8]1[CH2:13][CH2:12][CH:11]([NH:14][C:15]2[C:16]3[N:17]([C:21]([C:24]4[CH:29]=[CH:28][CH:27]=[C:26](Br)[N:25]=4)=[CH:22][N:23]=3)[CH:18]=[CH:19][N:20]=2)[CH2:10][CH2:9]1)([CH3:4])([CH3:3])[CH3:2].[CH2:32]([NH2:39])[C:33]1[CH:38]=[CH:37][CH:36]=[CH:35][CH:34]=1.CN(C1C(C2C(P(C3CCCCC3)C3CCCCC3)=CC=CC=2)=CC=CC=1)C.CC([O-])(C)C.[Na+]. (2) The reactants are: [Cl:1][C:2]1[CH:3]=[C:4]([C:8]([C@@H:10]2[CH2:15][CH2:14][CH2:13][N:12]([C:16]([O:18][C:19]([CH3:22])([CH3:21])[CH3:20])=[O:17])[CH2:11]2)=[O:9])[CH:5]=[CH:6][CH:7]=1.C(OC)(C)(C)C.[OH-].[Na+]. Given the product [Cl:1][C:2]1[CH:3]=[C:4]([C@H:8]([OH:9])[C@@H:10]2[CH2:15][CH2:14][CH2:13][N:12]([C:16]([O:18][C:19]([CH3:21])([CH3:20])[CH3:22])=[O:17])[CH2:11]2)[CH:5]=[CH:6][CH:7]=1, predict the reactants needed to synthesize it.